The task is: Regression. Given two drug SMILES strings and cell line genomic features, predict the synergy score measuring deviation from expected non-interaction effect.. This data is from NCI-60 drug combinations with 297,098 pairs across 59 cell lines. (1) Drug 1: C1CCC(C1)C(CC#N)N2C=C(C=N2)C3=C4C=CNC4=NC=N3. Drug 2: C1C(C(OC1N2C=C(C(=O)NC2=O)F)CO)O. Cell line: 786-0. Synergy scores: CSS=14.9, Synergy_ZIP=-7.06, Synergy_Bliss=-3.99, Synergy_Loewe=-6.35, Synergy_HSA=-2.23. (2) Drug 1: C1=NC(=NC(=O)N1C2C(C(C(O2)CO)O)O)N. Drug 2: C1=CC=C(C=C1)NC(=O)CCCCCCC(=O)NO. Cell line: SW-620. Synergy scores: CSS=37.3, Synergy_ZIP=-11.9, Synergy_Bliss=-2.86, Synergy_Loewe=-1.15, Synergy_HSA=-0.377. (3) Drug 1: C1=CC(=CC=C1CCCC(=O)O)N(CCCl)CCCl. Drug 2: CN1C2=C(C=C(C=C2)N(CCCl)CCCl)N=C1CCCC(=O)O.Cl. Cell line: EKVX. Synergy scores: CSS=0.347, Synergy_ZIP=-4.59, Synergy_Bliss=-6.31, Synergy_Loewe=-8.95, Synergy_HSA=-6.09. (4) Drug 2: C1CN(P(=O)(OC1)NCCCl)CCCl. Synergy scores: CSS=-0.553, Synergy_ZIP=-3.05, Synergy_Bliss=-8.50, Synergy_Loewe=-7.85, Synergy_HSA=-8.19. Cell line: CCRF-CEM. Drug 1: CC12CCC(CC1=CCC3C2CCC4(C3CC=C4C5=CN=CC=C5)C)O. (5) Drug 1: CS(=O)(=O)CCNCC1=CC=C(O1)C2=CC3=C(C=C2)N=CN=C3NC4=CC(=C(C=C4)OCC5=CC(=CC=C5)F)Cl. Drug 2: CCN(CC)CCCC(C)NC1=C2C=C(C=CC2=NC3=C1C=CC(=C3)Cl)OC. Cell line: COLO 205. Synergy scores: CSS=47.1, Synergy_ZIP=2.88, Synergy_Bliss=5.86, Synergy_Loewe=-10.8, Synergy_HSA=3.69. (6) Drug 1: CN(CC1=CN=C2C(=N1)C(=NC(=N2)N)N)C3=CC=C(C=C3)C(=O)NC(CCC(=O)O)C(=O)O. Drug 2: CCC1(C2=C(COC1=O)C(=O)N3CC4=CC5=C(C=CC(=C5CN(C)C)O)N=C4C3=C2)O.Cl. Cell line: M14. Synergy scores: CSS=25.1, Synergy_ZIP=-6.66, Synergy_Bliss=-3.00, Synergy_Loewe=-13.6, Synergy_HSA=-1.44.